Predict the product of the given reaction. From a dataset of Forward reaction prediction with 1.9M reactions from USPTO patents (1976-2016). (1) Given the reactants FC(F)(F)C(O)=O.[NH:8]1[CH2:13][CH2:12][O:11][CH:10]([CH2:14][OH:15])[CH2:9]1.C(N(CC)CC)C.[Si:23](Cl)([C:26]([CH3:29])([CH3:28])[CH3:27])([CH3:25])[CH3:24], predict the reaction product. The product is: [Si:23]([O:15][CH2:14][CH:10]1[O:11][CH2:12][CH2:13][NH:8][CH2:9]1)([C:26]([CH3:29])([CH3:28])[CH3:27])([CH3:25])[CH3:24]. (2) Given the reactants [Si:1]([O:8][CH2:9][C:10]1([CH3:38])[S:16][CH2:15][CH2:14][N:13]2[C:17]([C:20]3([C:23]4[CH:28]=[CH:27][C:26](B5OC(C)(C)C(C)(C)O5)=[CH:25][CH:24]=4)[CH2:22][CH2:21]3)=[N:18][N:19]=[C:12]2[CH2:11]1)([C:4]([CH3:7])([CH3:6])[CH3:5])([CH3:3])[CH3:2].Br[C:40]1[CH:45]=[CH:44][CH:43]=[CH:42][N:41]=1.C(=O)([O-])[O-].[K+].[K+], predict the reaction product. The product is: [Si:1]([O:8][CH2:9][C:10]1([CH3:38])[S:16][CH2:15][CH2:14][N:13]2[C:17]([C:20]3([C:23]4[CH:28]=[CH:27][C:26]([C:40]5[CH:45]=[CH:44][CH:43]=[CH:42][N:41]=5)=[CH:25][CH:24]=4)[CH2:22][CH2:21]3)=[N:18][N:19]=[C:12]2[CH2:11]1)([C:4]([CH3:7])([CH3:6])[CH3:5])([CH3:3])[CH3:2]. (3) Given the reactants [CH2:1]([O:3][C:4]1[CH:30]=[CH:29][C:7]2[N:8]=[C:9]([C:11]3[N:16]=[CH:15][C:14]([O:17][CH2:18][C@@H:19]([NH:21][C:22](=O)[O:23]C(C)(C)C)[CH3:20])=[CH:13][CH:12]=3)[O:10][C:6]=2[CH:5]=1)[CH3:2].Cl.[C:32](OCC)(=O)C, predict the reaction product. The product is: [CH2:1]([O:3][C:4]1[CH:30]=[CH:29][C:7]2[N:8]=[C:9]([C:11]3[N:16]=[CH:15][C:14]([O:17][CH2:18][C@@H:19]([NH:21][C:22](=[O:23])[CH3:32])[CH3:20])=[CH:13][CH:12]=3)[O:10][C:6]=2[CH:5]=1)[CH3:2]. (4) Given the reactants [CH2:1]([O:3][C:4]([C:6]1[C:7]2[S:15][CH:14]=[C:13]([CH2:16][O:17][C:18]3[CH:23]=[CH:22][CH:21]=[C:20]([NH2:24])[CH:19]=3)[C:8]=2[C:9]([Cl:12])=[N:10][CH:11]=1)=[O:5])[CH3:2].Cl.[N:26]1[CH:31]=[CH:30][CH:29]=[CH:28][C:27]=1[C:32](Cl)=[O:33].C(OC(C1C2SC=C(COC3C=CC=C(NS(C4C=CC(Cl)=CC=4)(=O)=O)C=3)C=2C(Cl)=NC=1)=O)C, predict the reaction product. The product is: [CH2:1]([O:3][C:4]([C:6]1[C:7]2[S:15][CH:14]=[C:13]([CH2:16][O:17][C:18]3[CH:23]=[CH:22][CH:21]=[C:20]([NH:24][C:32]([C:27]4[CH:28]=[CH:29][CH:30]=[CH:31][N:26]=4)=[O:33])[CH:19]=3)[C:8]=2[C:9]([Cl:12])=[N:10][CH:11]=1)=[O:5])[CH3:2].